Dataset: Full USPTO retrosynthesis dataset with 1.9M reactions from patents (1976-2016). Task: Predict the reactants needed to synthesize the given product. (1) Given the product [C:27]([C:23]1[CH:22]=[CH:21][N:20]=[C:19]([O:1][C@H:2]2[CH2:7][N:6]([C:8]([O:10][C:11]([CH3:14])([CH3:13])[CH3:12])=[O:9])[C@H:5]([CH3:15])[CH2:4][CH2:3]2)[C:24]=1[O:25][CH3:26])#[N:28], predict the reactants needed to synthesize it. The reactants are: [OH:1][C@H:2]1[CH2:7][N:6]([C:8]([O:10][C:11]([CH3:14])([CH3:13])[CH3:12])=[O:9])[C@H:5]([CH3:15])[CH2:4][CH2:3]1.[H-].[Na+].F[C:19]1[C:24]([O:25][CH3:26])=[C:23]([C:27]#[N:28])[CH:22]=[CH:21][N:20]=1. (2) Given the product [N:19]1[C:20]2[C:25](=[CH:24][CH:23]=[CH:22][CH:21]=2)[CH:26]=[CH:27][C:18]=1[CH2:17][O:16][C:14]1[CH:13]=[CH:12][C:11]2[N:7]([CH2:6][C:5]3[CH:39]=[CH:40][C:2]([C:44]4[N:43]=[CH:42][S:41][CH:45]=4)=[CH:3][CH:4]=3)[C:8]([CH2:28][C:29]3([C:34]([OH:36])=[O:35])[CH2:33][CH2:32][CH2:31][CH2:30]3)=[N:9][C:10]=2[CH:15]=1, predict the reactants needed to synthesize it. The reactants are: Br[C:2]1[CH:40]=[CH:39][C:5]([CH2:6][N:7]2[C:11]3[CH:12]=[CH:13][C:14]([O:16][CH2:17][C:18]4[CH:27]=[CH:26][C:25]5[C:20](=[CH:21][CH:22]=[CH:23][CH:24]=5)[N:19]=4)=[CH:15][C:10]=3[N:9]=[C:8]2[CH2:28][C:29]2([C:34]([O:36]CC)=[O:35])[CH2:33][CH2:32][CH2:31][CH2:30]2)=[CH:4][CH:3]=1.[S:41]1[CH:45]=[C:44](B2OC(C)(C)C(C)(C)O2)[N:43]=[CH:42]1. (3) Given the product [C:1]([C:5]1[CH:10]=[CH:9][C:8]([C:16]([C:17]2[CH:9]=[CH:10][C:5]([C:1]([CH3:4])([CH3:3])[CH3:2])=[CH:6][CH:7]=2)=[O:18])=[CH:7][CH:6]=1)([CH3:4])([CH3:3])[CH3:2], predict the reactants needed to synthesize it. The reactants are: [C:1]([C:5]1[CH:10]=[CH:9][CH:8]=[CH:7][CH:6]=1)([CH3:4])([CH3:3])[CH3:2].[Cl-].[Al+3].[Cl-].[Cl-].Cl.[CH2:16]([OH:18])[CH3:17]. (4) Given the product [ClH:1].[CH3:21][C:22]1[CH:26]=[C:25]([CH3:27])[N:24]([C:2]2[N:11]=[C:10]([NH:20][CH:17]3[CH2:18][CH2:19][CH:14]([CH3:13])[CH2:15][CH2:16]3)[C:9]3[C:4](=[CH:5][CH:6]=[CH:7][CH:8]=3)[N:3]=2)[N:23]=1, predict the reactants needed to synthesize it. The reactants are: [Cl:1][C:2]1[N:11]=[C:10](Cl)[C:9]2[C:4](=[CH:5][CH:6]=[CH:7][CH:8]=2)[N:3]=1.[CH3:13][CH:14]1[CH2:19][CH2:18][CH:17]([NH2:20])[CH2:16][CH2:15]1.[CH3:21][C:22]1[CH:26]=[C:25]([CH3:27])[NH:24][N:23]=1. (5) Given the product [Cl:24][C:20]1[CH:19]=[C:18]([CH:23]=[CH:22][CH:21]=1)[O:17][C:13]1[CH:14]=[C:15]2[C:10](=[CH:11][CH:12]=1)[N:9]([C:25]1[CH:26]=[CH:27][C:28]([O:31][CH:32]([CH3:34])[CH3:33])=[CH:29][CH:30]=1)[C:8]([C:6]([OH:7])=[O:5])=[CH:16]2, predict the reactants needed to synthesize it. The reactants are: [OH-].[Na+].C([O:5][C:6]([C:8]1[N:9]([C:25]2[CH:30]=[CH:29][C:28]([O:31][CH:32]([CH3:34])[CH3:33])=[CH:27][CH:26]=2)[C:10]2[C:15]([CH:16]=1)=[CH:14][C:13]([O:17][C:18]1[CH:23]=[CH:22][CH:21]=[C:20]([Cl:24])[CH:19]=1)=[CH:12][CH:11]=2)=[O:7])C.CC(C)=O.